This data is from Reaction yield outcomes from USPTO patents with 853,638 reactions. The task is: Predict the reaction yield, written as a fraction of the theoretical maximum amount of product (1.0 means a 100% yield; for example, 0.34 means a 34% yield). (1) The reactants are [CH3:1][C:2]1([CH3:20])[CH2:6][C:5]2[C:7]([CH3:19])=[C:8]([N:13]3[CH2:18][CH2:17][NH:16][CH2:15][CH2:14]3)[C:9]([CH3:12])=[C:10]([CH3:11])[C:4]=2[O:3]1.Br[C:22]1[CH:29]=[CH:28][C:25]([C:26]#[N:27])=[CH:24][CH:23]=1. No catalyst specified. The product is [CH3:1][C:2]1([CH3:20])[CH2:6][C:5]2[C:7]([CH3:19])=[C:8]([N:13]3[CH2:14][CH2:15][N:16]([C:22]4[CH:29]=[CH:28][C:25]([C:26]#[N:27])=[CH:24][CH:23]=4)[CH2:17][CH2:18]3)[C:9]([CH3:12])=[C:10]([CH3:11])[C:4]=2[O:3]1. The yield is 0.190. (2) The reactants are [NH2:1][C:2]1[CH:23]=[CH:22][C:5]([O:6][C:7]2[CH:12]=[CH:11][N:10]=[C:9]([NH:13][C:14]([N:16]3[CH2:21][CH2:20][CH2:19][CH2:18][CH2:17]3)=[O:15])[CH:8]=2)=[CH:4][C:3]=1[Cl:24].C(N(CC)CC)C.[F:32][P-](F)(F)(F)(F)F.[N:39]1(O[P+](N(C)C)(N(C)C)N(C)C)[C:43]2[CH:44]=[CH:45][CH:46]=[CH:47][C:42]=2N=N1.C([O:61][CH2:62][CH3:63])C.CN(C)[CH:66]=[O:67]. The catalyst is CCCCCC. The product is [Cl:24][C:3]1[CH:4]=[C:5]([O:6][C:7]2[CH:12]=[CH:11][N:10]=[C:9]([NH:13][C:14]([N:16]3[CH2:21][CH2:20][CH2:19][CH2:18][CH2:17]3)=[O:15])[CH:8]=2)[CH:22]=[CH:23][C:2]=1[NH:1][C:62](=[O:61])[CH2:63][C:66]([NH:39][C:43]1[CH:44]=[CH:45][C:46]([F:32])=[CH:47][CH:42]=1)=[O:67]. The yield is 0.813. (3) The reactants are C(C1N([CH2:14][C:15]2[CH:32]=[CH:31][C:18]3/[C:19](=[CH:28]/[C:29]#[N:30])/[C:20]4[CH:27]=[CH:26][CH:25]=[CH:24][C:21]=4[CH2:22][CH2:23][C:17]=3[CH:16]=2)C2=NC(C)=CC(C)=C2N=1)C.C(N(CC)CC)C.CS([Cl:44])(=O)=O.[Cl-].[Li+]. The catalyst is C1COCC1.C(OCC)(=O)C. The product is [Cl:44][CH2:14][C:15]1[CH:32]=[CH:31][C:18]2/[C:19](=[CH:28]/[C:29]#[N:30])/[C:20]3[CH:27]=[CH:26][CH:25]=[CH:24][C:21]=3[CH2:22][CH2:23][C:17]=2[CH:16]=1. The yield is 0.930. (4) The reactants are [Cl:1][C:2]1[CH:11]=[C:10]2[C:5]([C:6]([NH:12][CH:13]3[CH2:18][CH2:17][CH2:16][CH:15]([NH2:19])[CH2:14]3)=[CH:7][CH:8]=[N:9]2)=[CH:4][CH:3]=1.[CH3:20][C:21]([CH3:23])=O.C(O)(=O)C.C(O[BH-](OC(=O)C)OC(=O)C)(=O)C.[Na+]. The catalyst is C(Cl)Cl. The product is [Cl:1][C:2]1[CH:11]=[C:10]2[C:5]([C:6]([NH:12][CH:13]3[CH2:18][CH2:17][CH2:16][CH:15]([NH:19][CH:21]([CH3:23])[CH3:20])[CH2:14]3)=[CH:7][CH:8]=[N:9]2)=[CH:4][CH:3]=1. The yield is 0.810. (5) The reactants are [CH3:1][C:2]1[CH:10]=[CH:9][C:8]([N+:11]([O-])=O)=[CH:7][C:3]=1[C:4]([OH:6])=[O:5].[Sn].Cl. No catalyst specified. The product is [CH3:1][C:2]1[CH:10]=[CH:9][C:8]([NH2:11])=[CH:7][C:3]=1[C:4]([OH:6])=[O:5]. The yield is 0.750. (6) The catalyst is FC(F)(F)C(O)=O. The yield is 1.00. The reactants are C([O:8][C:9]1[CH:18]=[C:17]2[C:12]([C:13]([NH:19][C:20]3[CH:24]=[C:23]([CH2:25][C:26]([NH:28][C:29]4[CH:34]=[CH:33][CH:32]=[C:31]([F:35])[CH:30]=4)=[O:27])[NH:22][N:21]=3)=[N:14][CH:15]=[N:16]2)=[CH:11][C:10]=1[F:36])C1C=CC=CC=1.C(OCC)C. The product is [F:36][C:10]1[CH:11]=[C:12]2[C:17](=[CH:18][C:9]=1[OH:8])[N:16]=[CH:15][N:14]=[C:13]2[NH:19][C:20]1[CH:24]=[C:23]([CH2:25][C:26]([NH:28][C:29]2[CH:34]=[CH:33][CH:32]=[C:31]([F:35])[CH:30]=2)=[O:27])[NH:22][N:21]=1. (7) The reactants are [CH3:1][C:2]([CH3:6])=[CH:3][CH:4]=O.[C:7]([NH:10][CH:11]([C:17]([O:19][CH2:20][CH3:21])=[O:18])[C:12]([O:14][CH2:15][CH3:16])=[O:13])(=[O:9])[CH3:8]. No catalyst specified. The product is [C:7]([N:10]1[CH2:4][CH2:3][C:2]([CH3:6])([CH3:1])[C:11]1([C:17]([O:19][CH2:20][CH3:21])=[O:18])[C:12]([O:14][CH2:15][CH3:16])=[O:13])(=[O:9])[CH3:8]. The yield is 0.380. (8) The reactants are [Br:1][C:2]1[CH:3]=[C:4]2[N:10]=[CH:9][N:8]([CH2:11][C:12]3[CH:23]=[CH:22][C:15]4[N:16]=[C:17](S(C)=O)[O:18][C:14]=4[CH:13]=3)[C:5]2=[N:6][CH:7]=1.[NH2:24][C@@H:25]1[CH2:30][CH2:29][CH2:28][CH2:27][C@H:26]1[OH:31].CCN(C(C)C)C(C)C.O. The catalyst is CC(N(C)C)=O. The product is [Br:1][C:2]1[CH:3]=[C:4]2[N:10]=[CH:9][N:8]([CH2:11][C:12]3[CH:23]=[CH:22][C:15]4[N:16]=[C:17]([NH:24][C@@H:25]5[CH2:30][CH2:29][CH2:28][CH2:27][C@H:26]5[OH:31])[O:18][C:14]=4[CH:13]=3)[C:5]2=[N:6][CH:7]=1. The yield is 1.00. (9) The reactants are [NH2:1][C:2]1[S:3][CH:4]=[CH:5][C:6]=1[C:7]([C:9]1[CH:14]=[CH:13][CH:12]=[CH:11][CH:10]=1)=[O:8].[Br:15]N1C(=O)CCC1=O.[C:23]([O:26]C(=O)C)(=O)[CH3:24].CCN(CC)CC. The catalyst is CN(C1C=CN=CC=1)C. The product is [C:7]([C:6]1[CH:5]=[C:4]([Br:15])[S:3][C:2]=1[NH:1][C:23](=[O:26])[CH3:24])(=[O:8])[C:9]1[CH:10]=[CH:11][CH:12]=[CH:13][CH:14]=1. The yield is 0.530. (10) The reactants are [C:1](Cl)(=[O:3])[CH3:2].[OH:5][C:6]1[CH:15]=[C:14]2[C:9]([N:10]=[CH:11][C:12]([O:16][CH2:17][CH2:18][N:19]3[CH2:24][CH2:23][CH:22]([NH:25][C:26]([C:28]4[CH:29]=[CH:30][C:31]5[S:36][CH2:35][C:34](=[O:37])[NH:33][C:32]=5[CH:38]=4)=[O:27])[CH2:21][CH2:20]3)=[N:13]2)=[CH:8][CH:7]=1.C(N(CC)CC)C. The catalyst is CN(C)C=O. The product is [O:37]=[C:34]1[NH:33][C:32]2[CH:38]=[C:28]([C:26]([NH:25][CH:22]3[CH2:23][CH2:24][N:19]([CH2:18][CH2:17][O:16][C:12]4[CH:11]=[N:10][C:9]5[C:14]([N:13]=4)=[CH:15][C:6]([O:5][C:1](=[O:3])[CH3:2])=[CH:7][CH:8]=5)[CH2:20][CH2:21]3)=[O:27])[CH:29]=[CH:30][C:31]=2[S:36][CH2:35]1. The yield is 0.410.